Dataset: Full USPTO retrosynthesis dataset with 1.9M reactions from patents (1976-2016). Task: Predict the reactants needed to synthesize the given product. Given the product [CH:26]1([N:23]2[C:5]3[N:6]=[C:7]([NH:10][C:11]4[CH:16]=[CH:15][C:14]([N:17]5[CH2:18][CH2:19][O:20][CH2:21][CH2:22]5)=[CH:13][N:12]=4)[N:8]=[CH:9][C:4]=3[C:3]([CH3:31])=[C:2]([C:37]([O:39][CH2:40][CH3:41])=[CH2:38])[C:24]2=[O:25])[CH2:30][CH2:29][CH2:28][CH2:27]1, predict the reactants needed to synthesize it. The reactants are: Br[C:2]1[C:24](=[O:25])[N:23]([CH:26]2[CH2:30][CH2:29][CH2:28][CH2:27]2)[C:5]2[N:6]=[C:7]([NH:10][C:11]3[CH:16]=[CH:15][C:14]([N:17]4[CH2:22][CH2:21][O:20][CH2:19][CH2:18]4)=[CH:13][N:12]=3)[N:8]=[CH:9][C:4]=2[C:3]=1[CH3:31].C([Sn](CCCC)(CCCC)[C:37]([O:39][CH2:40][CH3:41])=[CH2:38])CCC.